This data is from Reaction yield outcomes from USPTO patents with 853,638 reactions. The task is: Predict the reaction yield, written as a fraction of the theoretical maximum amount of product (1.0 means a 100% yield; for example, 0.34 means a 34% yield). (1) The reactants are [F:1][C:2]1[C:3](OC)=[CH:4][C:5]2[S:9][C:8]([C:10](=[C:13]([C:15]3O[CH:17]=[CH:18][CH:19]=3)O)[C:11]#[N:12])=N[C:6]=2[CH:20]=1.[C:23]1(P(C2C=CC=CC=2)C2C=CC=CC=2)C=CC=CC=1.ClC(C1OC=CC=1)=C(C1SC2C=C(OC)C(F)=CC=2N=1)C#N.[OH2:64].[NH2:65][NH2:66].Cl.[OH-:68].[NH4+:69]. The catalyst is ClCCl.C(Cl)(Cl)(Cl)Cl.CO. The product is [F:1][C:2]1[C:20]([O:68][CH3:23])=[CH:6][C:5]2[S:9][C:8]([C:10]3[C:13]([C:15]4[O:64][CH:17]=[CH:18][CH:19]=4)=[N:66][NH:65][C:11]=3[NH2:12])=[N:69][C:4]=2[CH:3]=1. The yield is 0.210. (2) The reactants are Cl[C:2]1[CH:7]=[C:6]([Cl:8])[N:5]=[C:4]([S:9][C:10]2[CH:15]=[CH:14][C:13]([NH:16][C:17]([CH:19]3[CH2:21][CH2:20]3)=[O:18])=[CH:12][CH:11]=2)[N:3]=1.[NH2:22][C:23]1[S:24][C:25]([CH3:28])=[CH:26][N:27]=1.C1(P(C2C=CC=CC=2)C2C3OC4C(=CC=CC=4P(C4C=CC=CC=4)C4C=CC=CC=4)C(C)(C)C=3C=CC=2)C=CC=CC=1.C(=O)([O-])[O-].[Na+].[Na+]. The catalyst is O1CCOCC1.[Pd].[Pd].C(=CC(C=CC1C=CC=CC=1)=O)C1C=CC=CC=1.C(=CC(C=CC1C=CC=CC=1)=O)C1C=CC=CC=1.C(=CC(C=CC1C=CC=CC=1)=O)C1C=CC=CC=1. The product is [CH3:28][C:25]1[S:24][C:23]([NH:22][C:2]2[CH:7]=[C:6]([Cl:8])[N:5]=[C:4]([S:9][C:10]3[CH:15]=[CH:14][C:13]([NH:16][C:17]([CH:19]4[CH2:21][CH2:20]4)=[O:18])=[CH:12][CH:11]=3)[N:3]=2)=[N:27][CH:26]=1. The yield is 0.700.